Dataset: Forward reaction prediction with 1.9M reactions from USPTO patents (1976-2016). Task: Predict the product of the given reaction. (1) Given the reactants [Br:1][C:2]1[CH:10]=[CH:9][C:5]([C:6]([OH:8])=O)=[CH:4][C:3]=1[CH3:11].[CH3:12][N:13]([CH3:17])[CH2:14][CH2:15][NH2:16].Cl.C(N=C=NCCCN(C)C)C, predict the reaction product. The product is: [Br:1][C:2]1[CH:10]=[CH:9][C:5]([C:6]([NH:16][CH2:15][CH2:14][N:13]([CH3:17])[CH3:12])=[O:8])=[CH:4][C:3]=1[CH3:11]. (2) Given the reactants CO[C:3]([C@H:5]1[CH2:9][C@H:8]([OH:10])[C@@H:7]([NH:11][C:12]([C:14]2[S:15][C:16]([Cl:19])=[CH:17][CH:18]=2)=[O:13])[CH2:6]1)=[O:4].[NH2:20][C:21]1[CH:26]=[CH:25][C:24]([N:27]2[CH:32]=[CH:31][N:30]=[CH:29][C:28]2=[O:33])=[CH:23][CH:22]=1, predict the reaction product. The product is: [OH:10][C@H:8]1[CH2:9][C@H:5]([C:3](=[O:4])[NH:20][C:21]2[CH:22]=[CH:23][C:24]([N:27]3[CH:32]=[CH:31][N:30]=[CH:29][C:28]3=[O:33])=[CH:25][CH:26]=2)[CH2:6][C@@H:7]1[NH:11][C:12]([C:14]1[S:15][C:16]([Cl:19])=[CH:17][CH:18]=1)=[O:13].